This data is from Forward reaction prediction with 1.9M reactions from USPTO patents (1976-2016). The task is: Predict the product of the given reaction. (1) Given the reactants [CH:1]1[C:6]2[C:7](=[O:16])[NH:8][C:9]3[CH:15]=[CH:14][CH:13]=[CH:12][C:10]=3[O:11][C:5]=2[CH:4]=[CH:3][CH:2]=1.Br[CH2:18][C:19]#[CH:20].ClC1C=CC2NC(=O)C3C=CC=CC=3NC=2C=1, predict the reaction product. The product is: [CH2:20]([N:8]1[C:7](=[O:16])[C:6]2[CH:1]=[CH:2][CH:3]=[CH:4][C:5]=2[O:11][C:10]2[CH:12]=[CH:13][CH:14]=[CH:15][C:9]1=2)[C:19]#[CH:18]. (2) Given the reactants [C:1]([O:5][C:6]([N:8]([CH2:21][CH2:22][NH:23][C:24]([O:26][C:27]([CH3:30])([CH3:29])[CH3:28])=[O:25])[CH2:9][C:10]([NH:12][CH2:13][CH2:14][CH2:15][C:16]([O:18]CC)=[O:17])=[O:11])=[O:7])([CH3:4])([CH3:3])[CH3:2].[OH-].[Na+], predict the reaction product. The product is: [C:1]([O:5][C:6]([N:8]([CH2:21][CH2:22][NH:23][C:24]([O:26][C:27]([CH3:30])([CH3:29])[CH3:28])=[O:25])[CH2:9][C:10]([NH:12][CH2:13][CH2:14][CH2:15][C:16]([OH:18])=[O:17])=[O:11])=[O:7])([CH3:4])([CH3:3])[CH3:2]. (3) Given the reactants [N:1]([C@H:4]1[C@@H:8]([O:9][C:10]([C:25]2[CH:30]=[CH:29][C:28]([O:31][CH3:32])=[CH:27][CH:26]=2)([C:17]2[CH:22]=[CH:21][C:20]([O:23][CH3:24])=[CH:19][CH:18]=2)[C:11]2[CH:16]=[CH:15][CH:14]=[CH:13][CH:12]=2)[CH2:7][N:6]([C:33]([O:35][C:36]([CH3:39])([CH3:38])[CH3:37])=[O:34])[CH2:5]1)=[N+]=[N-].C1(P(C2C=CC=CC=2)C2C=CC=CC=2)C=CC=CC=1.N[C@H]1[C@@H](OC(C2C=CC(OC)=CC=2)(C2C=CC(OC)=CC=2)C2C=CC=CC=2)CN(C(OC(C)(C)C)=O)C1.C(=O)([O-])[O-].[Na+].[Na+].Cl[C:103]([O:105][CH2:106][C:107]1[CH:112]=[CH:111][CH:110]=[CH:109][CH:108]=1)=[O:104], predict the reaction product. The product is: [CH2:106]([O:105][C:103]([NH:1][C@H:4]1[C@@H:8]([O:9][C:10]([C:25]2[CH:30]=[CH:29][C:28]([O:31][CH3:32])=[CH:27][CH:26]=2)([C:17]2[CH:22]=[CH:21][C:20]([O:23][CH3:24])=[CH:19][CH:18]=2)[C:11]2[CH:16]=[CH:15][CH:14]=[CH:13][CH:12]=2)[CH2:7][N:6]([C:33]([O:35][C:36]([CH3:39])([CH3:38])[CH3:37])=[O:34])[CH2:5]1)=[O:104])[C:107]1[CH:112]=[CH:111][CH:110]=[CH:109][CH:108]=1. (4) Given the reactants C([O:5][C:6]([C:8]1[CH:13]=[CH:12][CH:11]=[CH:10][C:9]=1[C:14]1[CH:19]=[CH:18][C:17]([CH2:20][N:21]2[C:29]3[C:24](=[CH:25][C:26]([C:30](O)=[O:31])=[CH:27][CH:28]=3)[C:23]([CH3:33])=[N:22]2)=[CH:16][CH:15]=1)=[O:7])(C)(C)C.[Br:34][C:35]1[CH:40]=[CH:39][C:38]([C@@H:41]([NH2:43])[CH3:42])=[CH:37][CH:36]=1, predict the reaction product. The product is: [Br:34][C:35]1[CH:40]=[CH:39][C:38]([C@@H:41]([NH:43][C:30]([C:26]2[CH:25]=[C:24]3[C:29](=[CH:28][CH:27]=2)[N:21]([CH2:20][C:17]2[CH:16]=[CH:15][C:14]([C:9]4[C:8]([C:6]([OH:7])=[O:5])=[CH:13][CH:12]=[CH:11][CH:10]=4)=[CH:19][CH:18]=2)[N:22]=[C:23]3[CH3:33])=[O:31])[CH3:42])=[CH:37][CH:36]=1. (5) Given the reactants [F:1][C:2]([F:19])([C:13]1[CH:18]=[CH:17][CH:16]=[CH:15][CH:14]=1)[C:3]1[O:7][N:6]=[C:5]([C:8]([O:10]CC)=[O:9])[CH:4]=1.O.[OH-].[Li+].Cl.O1CCOCC1, predict the reaction product. The product is: [F:19][C:2]([F:1])([C:13]1[CH:14]=[CH:15][CH:16]=[CH:17][CH:18]=1)[C:3]1[O:7][N:6]=[C:5]([C:8]([OH:10])=[O:9])[CH:4]=1. (6) Given the reactants [CH2:1]([O:4]N1C(=O)N2C[C@H]1C=C(C)[C@H]2C(N)=O)C=C.[CH2:18]([O:21][NH:22][C@H:23]1[CH2:28][NH:27][C@H:26]([C:29]([NH2:31])=[O:30])[C:25]([CH:32]([CH3:34])[CH3:33])=[CH:24]1)[CH:19]=[CH2:20], predict the reaction product. The product is: [CH2:18]([O:21][N:22]1[C:1](=[O:4])[N:27]2[CH2:28][C@H:23]1[CH:24]=[C:25]([CH:32]([CH3:34])[CH3:33])[C@H:26]2[C:29]([NH2:31])=[O:30])[CH:19]=[CH2:20]. (7) Given the reactants [CH2:1]([N:3]([CH2:6][CH3:7])[CH2:4][CH3:5])[CH3:2].F[C:9](F)(F)[C:10](O)=O.NC1[CH:17]=[C:18]2[C:22](=[CH:23]C=1)[NH:21][C:20]([C:25]([NH:27][CH2:28][C:29]1[CH:34]=[CH:33][C:32]([Cl:35])=[C:31]([O:36][C:37]3[CH:42]=[C:41]([C:43]#[N:44])[CH:40]=[C:39]([Cl:45])[CH:38]=3)[C:30]=1[F:46])=[O:26])=[CH:19]2.[CH:47]1(C=O)C[CH2:48]1.C(O[BH-](OC(=O)C)OC(=O)C)(=O)C.[Na+], predict the reaction product. The product is: [CH:2]1([CH2:1][N:3]([CH2:6][CH:7]2[CH2:10][CH2:9]2)[C:4]2[CH:17]=[C:18]3[C:22](=[CH:23][CH:5]=2)[NH:21][C:20]([C:25]([NH:27][CH2:28][C:29]2[CH:34]=[CH:33][C:32]([Cl:35])=[C:31]([O:36][C:37]4[CH:42]=[C:41]([C:43]#[N:44])[CH:40]=[C:39]([Cl:45])[CH:38]=4)[C:30]=2[F:46])=[O:26])=[CH:19]3)[CH2:48][CH2:47]1.